This data is from Retrosynthesis with 50K atom-mapped reactions and 10 reaction types from USPTO. The task is: Predict the reactants needed to synthesize the given product. (1) Given the product CSc1ccccc1-c1cc(C=O)cn1S(=O)(=O)c1cccnc1, predict the reactants needed to synthesize it. The reactants are: CSc1ccccc1-c1cc(C=O)c[nH]1.O=S(=O)(Cl)c1cccnc1. (2) Given the product CC(C)(C)OC(=O)NCC(=O)CCC(=O)OCCCC(=O)O, predict the reactants needed to synthesize it. The reactants are: CC(C)(C)OC(=O)NCC(=O)CCC(=O)OCCCC(=O)OCc1ccccc1. (3) Given the product O=C(O)c1ccccc1Nc1nccc(-c2ccc3ccccc3c2)n1, predict the reactants needed to synthesize it. The reactants are: Clc1nccc(-c2ccc3ccccc3c2)n1.Nc1ccccc1C(=O)O.